From a dataset of Forward reaction prediction with 1.9M reactions from USPTO patents (1976-2016). Predict the product of the given reaction. (1) Given the reactants C(NC(C)C)(C)C.C([Li])CCC.[CH3:13][C:14]1[CH:18]=[C:17]([Si:19]([CH3:22])([CH3:21])[CH3:20])[S:16][C:15]=1[C:23]([OH:25])=[O:24].[CH2:26]=[O:27].Cl, predict the reaction product. The product is: [OH:27][CH2:26][CH2:13][C:14]1[CH:18]=[C:17]([Si:19]([CH3:20])([CH3:21])[CH3:22])[S:16][C:15]=1[C:23]([OH:25])=[O:24]. (2) Given the reactants [NH2:1][C:2]1[C:7]([NH2:8])=[C:6]([NH:9][C@@H:10]2[C@@H:15]3[CH2:16][C@@H:12]([CH:13]=[CH:14]3)[C@@H:11]2[C:17]([NH2:19])=[O:18])[C:5]([Cl:20])=[CH:4][N:3]=1.[N:21]1[CH:26]=[CH:25][CH:24]=[C:23]([CH:27]=O)[CH:22]=1.C([O-])(=O)C.[NH4+], predict the reaction product. The product is: [Cl:20][C:5]1[C:6]([NH:9][C@@H:10]2[C@@H:15]3[CH2:16][C@@H:12]([CH:13]=[CH:14]3)[C@@H:11]2[C:17]([NH2:19])=[O:18])=[C:7]2[N:8]=[C:27]([C:23]3[CH:22]=[N:21][CH:26]=[CH:25][CH:24]=3)[NH:1][C:2]2=[N:3][CH:4]=1. (3) Given the reactants Br[CH2:2][CH:3]1[CH2:5][CH2:4]1.CN1C(=O)CCC1.[NH2:13][C:14]1[N:15]=[C:16]([C:40]2[CH:45]=[CH:44][C:43]([F:46])=[CH:42][CH:41]=2)[C:17]2[C:26](=[O:27])[C:25]3[C:20](=[C:21]([C:28]4[CH:29]=[N:30][C:31]([N:34]5[CH2:39][CH2:38][NH:37][CH2:36][CH2:35]5)=[CH:32][CH:33]=4)[CH:22]=[CH:23][CH:24]=3)[C:18]=2[N:19]=1.CCN(C(C)C)C(C)C, predict the reaction product. The product is: [NH2:13][C:14]1[N:15]=[C:16]([C:40]2[CH:45]=[CH:44][C:43]([F:46])=[CH:42][CH:41]=2)[C:17]2[C:26](=[O:27])[C:25]3[C:20](=[C:21]([C:28]4[CH:29]=[N:30][C:31]([N:34]5[CH2:35][CH2:36][N:37]([CH2:2][CH:3]6[CH2:5][CH2:4]6)[CH2:38][CH2:39]5)=[CH:32][CH:33]=4)[CH:22]=[CH:23][CH:24]=3)[C:18]=2[N:19]=1. (4) The product is: [CH2:43]([O:50][C:51](=[O:64])[C@H:52]([CH2:54][C:55]1[C:63]2[C:58](=[CH:59][CH:60]=[CH:61][CH:62]=2)[NH:57][CH:56]=1)[NH:53][C:13]([C@@H:9]1[CH2:10][C:11](=[O:12])[N:8]1[Si:1]([C:4]([CH3:5])([CH3:6])[CH3:7])([CH3:2])[CH3:3])=[O:15])[C:44]1[CH:49]=[CH:48][CH:47]=[CH:46][CH:45]=1. Given the reactants [Si:1]([N:8]1[C:11](=[O:12])[CH2:10][CH:9]1[C:13]([OH:15])=O)([C:4]([CH3:7])([CH3:6])[CH3:5])([CH3:3])[CH3:2].C1CCC(N=C=NC2CCCCC2)CC1.FC1C(O)=C(F)C(F)=C(F)C=1F.[CH2:43]([O:50][C:51](=[O:64])[C@H:52]([CH2:54][C:55]1[C:63]2[C:58](=[CH:59][CH:60]=[CH:61][CH:62]=2)[NH:57][CH:56]=1)[NH2:53])[C:44]1[CH:49]=[CH:48][CH:47]=[CH:46][CH:45]=1, predict the reaction product. (5) The product is: [CH2:4]=[C:5]1[CH2:8][CH:7]([C:9]([O:11][CH2:2][CH3:3])=[O:10])[CH2:6]1. Given the reactants I[CH2:2][CH3:3].[CH2:4]=[C:5]1[CH2:8][CH:7]([C:9]([OH:11])=[O:10])[CH2:6]1.C(=O)([O-])[O-].[Cs+].[Cs+], predict the reaction product. (6) Given the reactants [F:1][C:2]1[C:7]([O:8][CH3:9])=[CH:6][C:5]([O:10][CH3:11])=[C:4]([F:12])[C:3]=1[N:13]1[C:22](=[O:23])[C:21]2([CH2:25][CH2:24]2)[C:20]2[C:15](=[CH:16][N:17]=[C:18]([C:26]3[CH:31]=[C:30]([N+:32]([O-:34])=[O:33])[CH:29]=[C:28]([CH2:35]O)[CH:27]=3)[CH:19]=2)[CH2:14]1.C(N(CC)C(C)C)(C)C.CS(Cl)(=O)=O.[NH:51]1[CH2:56][CH2:55][O:54][CH2:53][CH2:52]1.C(=O)([O-])[O-].[Cs+].[Cs+], predict the reaction product. The product is: [F:1][C:2]1[C:7]([O:8][CH3:9])=[CH:6][C:5]([O:10][CH3:11])=[C:4]([F:12])[C:3]=1[N:13]1[C:22](=[O:23])[C:21]2([CH2:25][CH2:24]2)[C:20]2[C:15](=[CH:16][N:17]=[C:18]([C:26]3[CH:31]=[C:30]([N+:32]([O-:34])=[O:33])[CH:29]=[C:28]([CH2:35][N:51]4[CH2:56][CH2:55][O:54][CH2:53][CH2:52]4)[CH:27]=3)[CH:19]=2)[CH2:14]1.